This data is from NCI-60 drug combinations with 297,098 pairs across 59 cell lines. The task is: Regression. Given two drug SMILES strings and cell line genomic features, predict the synergy score measuring deviation from expected non-interaction effect. (1) Drug 1: CC1=C2C(C(=O)C3(C(CC4C(C3C(C(C2(C)C)(CC1OC(=O)C(C(C5=CC=CC=C5)NC(=O)OC(C)(C)C)O)O)OC(=O)C6=CC=CC=C6)(CO4)OC(=O)C)OC)C)OC. Drug 2: C1C(C(OC1N2C=NC3=C(N=C(N=C32)Cl)N)CO)O. Cell line: MOLT-4. Synergy scores: CSS=92.9, Synergy_ZIP=6.63, Synergy_Bliss=6.53, Synergy_Loewe=5.56, Synergy_HSA=8.50. (2) Drug 1: CNC(=O)C1=CC=CC=C1SC2=CC3=C(C=C2)C(=NN3)C=CC4=CC=CC=N4. Drug 2: CC(C)CN1C=NC2=C1C3=CC=CC=C3N=C2N. Cell line: MDA-MB-231. Synergy scores: CSS=-9.17, Synergy_ZIP=1.93, Synergy_Bliss=-5.48, Synergy_Loewe=-9.22, Synergy_HSA=-9.26. (3) Drug 1: C1=CC(=CC=C1C#N)C(C2=CC=C(C=C2)C#N)N3C=NC=N3. Synergy scores: CSS=34.6, Synergy_ZIP=1.56, Synergy_Bliss=1.13, Synergy_Loewe=-5.12, Synergy_HSA=0.923. Cell line: A549. Drug 2: C1CN1C2=NC(=NC(=N2)N3CC3)N4CC4. (4) Drug 1: CC1OCC2C(O1)C(C(C(O2)OC3C4COC(=O)C4C(C5=CC6=C(C=C35)OCO6)C7=CC(=C(C(=C7)OC)O)OC)O)O. Drug 2: CC1=C(C(=O)C2=C(C1=O)N3CC4C(C3(C2COC(=O)N)OC)N4)N. Cell line: M14. Synergy scores: CSS=49.0, Synergy_ZIP=-6.31, Synergy_Bliss=-5.22, Synergy_Loewe=-26.0, Synergy_HSA=-3.42.